Dataset: Catalyst prediction with 721,799 reactions and 888 catalyst types from USPTO. Task: Predict which catalyst facilitates the given reaction. (1) Reactant: C(O[C:4](=[O:36])[C@:5]([O:11][CH2:12][C@@:13]([C:28]1[CH:33]=[C:32]([Br:34])[CH:31]=[CH:30][C:29]=1[F:35])([NH:15][S:16]([C:19]1[CH:24]=[CH:23][CH:22]=[CH:21][C:20]=1[N+:25]([O-:27])=[O:26])(=[O:18])=[O:17])[CH3:14])([CH3:10])[C:6]([F:9])([F:8])[F:7])C.[NH3:37]. Product: [Br:34][C:32]1[CH:31]=[CH:30][C:29]([F:35])=[C:28]([C@:13]([NH:15][S:16]([C:19]2[CH:24]=[CH:23][CH:22]=[CH:21][C:20]=2[N+:25]([O-:27])=[O:26])(=[O:17])=[O:18])([CH3:14])[CH2:12][O:11][C@@:5]([CH3:10])([C:6]([F:8])([F:7])[F:9])[C:4]([NH2:37])=[O:36])[CH:33]=1. The catalyst class is: 5. (2) Reactant: C(N(CC)C(C)C)(C)C.[CH:10]1([CH2:13][N:14]2[C:26]3[CH2:25][CH2:24][CH:23]([CH:27]4[CH2:32][CH2:31][O:30][CH2:29][CH2:28]4)[CH2:22][C:21]=3[C:20]3[C:15]2=[CH:16][CH:17]=[C:18]([C:33]([OH:35])=O)[CH:19]=3)[CH2:12][CH2:11]1.[CH2:36]([NH:38][C:39](=[O:44])[CH2:40][NH:41][CH2:42][CH3:43])[CH3:37].CN(C(ON1N=NC2C=CC=NC1=2)=[N+](C)C)C.F[P-](F)(F)(F)(F)F. Product: [CH:10]1([CH2:13][N:14]2[C:26]3[CH2:25][CH2:24][CH:23]([CH:27]4[CH2:32][CH2:31][O:30][CH2:29][CH2:28]4)[CH2:22][C:21]=3[C:20]3[C:15]2=[CH:16][CH:17]=[C:18]([C:33]([N:41]([CH2:42][CH3:43])[CH2:40][C:39]([NH:38][CH2:36][CH3:37])=[O:44])=[O:35])[CH:19]=3)[CH2:11][CH2:12]1. The catalyst class is: 18. (3) Reactant: [CH3:1][N:2](C(=O)OCC[Si](C)(C)C)[O:3][CH2:4][C:5]1[N:6]([CH2:14][CH2:15][C:16]([OH:18])=[O:17])[C:7]2[C:12]([CH:13]=1)=[CH:11][CH:10]=[CH:9][CH:8]=2.[F-].[Cs+].CN(C)C=O. Product: [CH3:1][NH:2][O:3][CH2:4][C:5]1[N:6]([CH2:14][CH2:15][C:16]([OH:18])=[O:17])[C:7]2[C:12]([CH:13]=1)=[CH:11][CH:10]=[CH:9][CH:8]=2. The catalyst class is: 6. (4) Reactant: [C:1]1([C:14]2[CH:19]=[CH:18][CH:17]=[CH:16][CH:15]=2)[CH:6]=[CH:5][C:4]([C:7]([NH:9][CH2:10][C:11]([OH:13])=O)=[O:8])=[CH:3][CH:2]=1.CCN(C(C)C)C(C)C.C1C=CC2N(O)N=NC=2C=1.CCN=C=NCCCN(C)C.Cl.Cl.[Cl:52][C:53]1[CH:58]=[CH:57][CH:56]=[CH:55][C:54]=1[N:59]([CH3:66])[CH:60]1[CH2:65][CH2:64][NH:63][CH2:62][CH2:61]1. Product: [Cl:52][C:53]1[CH:58]=[CH:57][CH:56]=[CH:55][C:54]=1[N:59]([CH3:66])[CH:60]1[CH2:65][CH2:64][N:63]([C:11](=[O:13])[CH2:10][NH:9][C:7]([C:4]2[CH:3]=[CH:2][C:1]([C:14]3[CH:19]=[CH:18][CH:17]=[CH:16][CH:15]=3)=[CH:6][CH:5]=2)=[O:8])[CH2:62][CH2:61]1. The catalyst class is: 18. (5) Reactant: [C:1]([NH:6][C:7]1[CH:11]=[CH:10][S:9][C:8]=1[C:12]([O:14]C)=[O:13])(=[O:5])[CH2:2][CH2:3][CH3:4].[OH-].[K+].Cl. Product: [C:1]([NH:6][C:7]1[CH:11]=[CH:10][S:9][C:8]=1[C:12]([OH:14])=[O:13])(=[O:5])[CH2:2][CH2:3][CH3:4]. The catalyst class is: 88. (6) Reactant: C[O:2][C:3](=[O:25])[CH:4]([C:12]1[CH:17]=[CH:16][C:15]([N:18]2[C:22]([CH3:23])=[N:21][N:20]=[N:19]2)=[C:14]([Cl:24])[CH:13]=1)[CH2:5][CH:6]1[CH2:11][CH2:10][CH2:9][CH2:8][CH2:7]1.[OH-].[Na+]. Product: [Cl:24][C:14]1[CH:13]=[C:12]([CH:4]([CH2:5][CH:6]2[CH2:11][CH2:10][CH2:9][CH2:8][CH2:7]2)[C:3]([OH:25])=[O:2])[CH:17]=[CH:16][C:15]=1[N:18]1[C:22]([CH3:23])=[N:21][N:20]=[N:19]1. The catalyst class is: 8. (7) Reactant: I[CH2:2][C@@H:3]([CH3:16])[CH2:4][N:5]1[C:14]2[C:9](=[CH:10][CH:11]=[CH:12][CH:13]=2)[CH2:8][CH2:7][C:6]1=[O:15].[CH2:17]([CH:21]1[CH2:26][CH2:25][NH:24][CH2:23][CH2:22]1)[CH2:18][CH2:19][CH3:20]. Product: [CH2:17]([CH:21]1[CH2:26][CH2:25][N:24]([CH2:2][C@@H:3]([CH3:16])[CH2:4][N:5]2[C:14]3[C:9](=[CH:10][CH:11]=[CH:12][CH:13]=3)[CH2:8][CH2:7][C:6]2=[O:15])[CH2:23][CH2:22]1)[CH2:18][CH2:19][CH3:20]. The catalyst class is: 23.